From a dataset of Peptide-MHC class II binding affinity with 134,281 pairs from IEDB. Regression. Given a peptide amino acid sequence and an MHC pseudo amino acid sequence, predict their binding affinity value. This is MHC class II binding data. The peptide sequence is RVLDILVARRLLLKK. The MHC is DRB1_1501 with pseudo-sequence DRB1_1501. The binding affinity (normalized) is 0.852.